This data is from Forward reaction prediction with 1.9M reactions from USPTO patents (1976-2016). The task is: Predict the product of the given reaction. (1) Given the reactants [CH2:1]([O:3][C:4](=[O:24])[C:5]1[CH:10]=[CH:9][C:8]([NH:11][C:12]2[N:16]=[CH:15][N:14]([C:17]3[CH:22]=[CH:21][N:20]=[C:19](Cl)[CH:18]=3)[N:13]=2)=[CH:7][CH:6]=1)[CH3:2].[CH3:25][C@H:26]1[NH:31][C@@H:30]([CH3:32])[CH2:29][NH:28][CH2:27]1.CCN(C(C)C)C(C)C.[CH3:42][C:43](OCC1C2C(=CC=CC=2)C(COC(C)=O)=C2C=1C=CC=C2)=[O:44], predict the reaction product. The product is: [CH2:1]([O:3][C:4](=[O:24])[C:5]1[CH:10]=[CH:9][C:8]([NH:11][C:12]2[N:16]=[CH:15][N:14]([C:17]3[CH:22]=[CH:21][N:20]=[C:19]([N:28]4[CH2:29][CH:30]([CH3:32])[N:31]([C:43](=[O:44])[CH3:42])[CH:26]([CH3:25])[CH2:27]4)[CH:18]=3)[N:13]=2)=[CH:7][CH:6]=1)[CH3:2]. (2) Given the reactants S(Cl)(Cl)=O.[CH3:5][C:6]1[CH:7]=[C:8]([CH:12]=[CH:13][N:14]=1)[C:9]([OH:11])=[O:10].[CH3:15]O, predict the reaction product. The product is: [CH3:5][C:6]1[CH:7]=[C:8]([CH:12]=[CH:13][N:14]=1)[C:9]([O:11][CH3:15])=[O:10]. (3) Given the reactants [OH:1][C:2]1[CH:11]=[C:10]2[C:5]([C:6]([O:12][C:13]3[C:14]([C:23]([O:25][CH2:26][CH2:27][CH3:28])=[O:24])=[CH:15][C:16]4[C:21]([CH:22]=3)=[CH:20][CH:19]=[CH:18][CH:17]=4)=[CH:7][CH:8]=[N:9]2)=[CH:4][C:3]=1[O:29][CH3:30].Br[CH2:32][CH2:33][Cl:34].C(=O)([O-])[O-].[K+].[K+].O, predict the reaction product. The product is: [Cl:34][CH2:33][CH2:32][O:1][C:2]1[CH:11]=[C:10]2[C:5]([C:6]([O:12][C:13]3[C:14]([C:23]([O:25][CH2:26][CH2:27][CH3:28])=[O:24])=[CH:15][C:16]4[C:21]([CH:22]=3)=[CH:20][CH:19]=[CH:18][CH:17]=4)=[CH:7][CH:8]=[N:9]2)=[CH:4][C:3]=1[O:29][CH3:30]. (4) Given the reactants [Br:1][C:2]1[CH:3]=[N:4][C:5]2[N:6]([N:8]=[C:9]([C:11]([OH:13])=O)[CH:10]=2)[CH:7]=1.[F:14][C:15]1[CH:16]=[C:17]([C:21]2[CH2:22][CH:23]([CH3:27])[NH:24][CH2:25][CH:26]=2)[CH:18]=[CH:19][CH:20]=1, predict the reaction product. The product is: [Br:1][C:2]1[CH:3]=[N:4][C:5]2[N:6]([N:8]=[C:9]([C:11]([N:24]3[CH2:25][CH:26]=[C:21]([C:17]4[CH:18]=[CH:19][CH:20]=[C:15]([F:14])[CH:16]=4)[CH2:22][CH:23]3[CH3:27])=[O:13])[CH:10]=2)[CH:7]=1. (5) Given the reactants C([O:4][CH2:5][C:6]1[C:11]([CH3:12])=[C:10]([O:13][CH3:14])[C:9]([O:15][CH2:16][C:17]2[CH:22]=[CH:21][CH:20]=[CH:19][CH:18]=2)=[CH:8][N:7]=1)(=O)C.C[O-].[Na+], predict the reaction product. The product is: [OH:4][CH2:5][C:6]1[C:11]([CH3:12])=[C:10]([O:13][CH3:14])[C:9]([O:15][CH2:16][C:17]2[CH:22]=[CH:21][CH:20]=[CH:19][CH:18]=2)=[CH:8][N:7]=1. (6) The product is: [CH:1]1([CH2:4][NH:5][C:6](=[O:30])[C:7]2[CH:12]=[C:11]([C:13]3[CH:14]=[C:15]4[C:19](=[CH:20][CH:21]=3)[N:18]([CH:22]3[CH2:27][CH2:26][CH2:25][CH2:24][O:23]3)[N:17]=[C:16]4[C:28]3[NH:37][C:35]4[CH:36]=[N:31][CH:32]=[C:33]([C:39]5[CH:40]=[N:41][CH:42]=[CH:43][CH:44]=5)[C:34]=4[N:38]=3)[CH:10]=[N:9][CH:8]=2)[CH2:2][CH2:3]1. Given the reactants [CH:1]1([CH2:4][NH:5][C:6](=[O:30])[C:7]2[CH:12]=[C:11]([C:13]3[CH:14]=[C:15]4[C:19](=[CH:20][CH:21]=3)[N:18]([CH:22]3[CH2:27][CH2:26][CH2:25][CH2:24][O:23]3)[N:17]=[C:16]4[CH:28]=O)[CH:10]=[N:9][CH:8]=2)[CH2:3][CH2:2]1.[N:31]1[CH:36]=[C:35]([NH2:37])[C:34]([NH2:38])=[C:33]([C:39]2[CH:40]=[N:41][CH:42]=[CH:43][CH:44]=2)[CH:32]=1.[S], predict the reaction product.